From a dataset of Peptide-MHC class I binding affinity with 185,985 pairs from IEDB/IMGT. Regression. Given a peptide amino acid sequence and an MHC pseudo amino acid sequence, predict their binding affinity value. This is MHC class I binding data. (1) The binding affinity (normalized) is 0.484. The MHC is Mamu-A01 with pseudo-sequence Mamu-A01. The peptide sequence is STTAKAMEQM. (2) The peptide sequence is FRLMRTNFL. The MHC is HLA-A02:16 with pseudo-sequence HLA-A02:16. The binding affinity (normalized) is 0.0847. (3) The binding affinity (normalized) is 0.0847. The peptide sequence is MPIAAAIGT. The MHC is HLA-A26:01 with pseudo-sequence HLA-A26:01. (4) The peptide sequence is GQFLSFASL. The MHC is HLA-A02:01 with pseudo-sequence HLA-A02:01. The binding affinity (normalized) is 0.279.